From a dataset of Forward reaction prediction with 1.9M reactions from USPTO patents (1976-2016). Predict the product of the given reaction. (1) Given the reactants FC(F)(F)C(O)=[O:4].C(OC([N:15]1[CH2:20][CH2:19][CH:18]([C:21]2[CH:26]=[CH:25][CH:24]=[C:23]([N:27]3[CH2:32][CH2:31][N:30]4[N:33]=[C:34]([CH2:36][O:37][C:38]5[CH:43]=[CH:42][CH:41]=[CH:40][CH:39]=5)[CH:35]=[C:29]4[C:28]3=[O:44])[N:22]=2)[CH2:17][CH2:16]1)=O)(C)(C)C.C([O-])([O-])=O.[Na+].[Na+].C(#N)C, predict the reaction product. The product is: [NH4+:15].[OH-:4].[N:22]1[C:23]([N:27]2[CH2:32][CH2:31][N:30]3[N:33]=[C:34]([CH2:36][O:37][C:38]4[CH:43]=[CH:42][CH:41]=[CH:40][CH:39]=4)[CH:35]=[C:29]3[C:28]2=[O:44])=[CH:24][CH:25]=[CH:26][C:21]=1[CH:18]1[CH2:19][CH2:20][NH:15][CH2:16][CH2:17]1. (2) Given the reactants C(=O)([O-])O.[Na+].[CH:6]1([N:12]([CH3:19])[CH2:13][CH2:14][C:15]([CH3:18])([NH2:17])[CH3:16])[CH2:11][CH2:10][CH2:9][CH2:8][CH2:7]1.C1COCC1.[C:25](ON1C(=O)CCC1=O)([O:27][CH2:28][C:29]1[CH:34]=[CH:33][CH:32]=[CH:31][CH:30]=1)=[O:26], predict the reaction product. The product is: [CH:6]1([N:12]([CH3:19])[CH2:13][CH2:14][C:15]([NH:17][C:25](=[O:26])[O:27][CH2:28][C:29]2[CH:34]=[CH:33][CH:32]=[CH:31][CH:30]=2)([CH3:16])[CH3:18])[CH2:11][CH2:10][CH2:9][CH2:8][CH2:7]1. (3) Given the reactants [CH:1]1([N:6]2[CH2:11][CH2:10][N:9]([C:12]([C:14]3[CH:15]=[C:16]4[C:20](=[CH:21][CH:22]=3)[NH:19][C:18]([C:23]([N:25]3[CH2:30][CH2:29][C:28]([F:32])([F:31])[CH2:27][CH2:26]3)=[O:24])=[CH:17]4)=[O:13])[CH2:8][CH2:7]2)[CH2:5][CH2:4][CH2:3][CH2:2]1.[CH3:33][O:34][C:35]1[CH:40]=[CH:39][C:38](B(O)O)=[CH:37][CH:36]=1.N1C=CC=CC=1, predict the reaction product. The product is: [CH:1]1([N:6]2[CH2:7][CH2:8][N:9]([C:12]([C:14]3[CH:15]=[C:16]4[C:20](=[CH:21][CH:22]=3)[N:19]([C:38]3[CH:39]=[CH:40][C:35]([O:34][CH3:33])=[CH:36][CH:37]=3)[C:18]([C:23]([N:25]3[CH2:26][CH2:27][C:28]([F:31])([F:32])[CH2:29][CH2:30]3)=[O:24])=[CH:17]4)=[O:13])[CH2:10][CH2:11]2)[CH2:5][CH2:4][CH2:3][CH2:2]1. (4) Given the reactants [C:1]([S@@:5]([NH:7][C@H:8]([C:12]1([C:17]([O:19]CC)=O)[S:16][CH2:15][CH2:14][S:13]1)[CH2:9][CH2:10][CH3:11])=[O:6])([CH3:4])([CH3:3])[CH3:2].[CH3:22][NH2:23].C(O)C, predict the reaction product. The product is: [C:1]([S@@:5]([NH:7][C@H:8]([C:12]1([C:17]([NH:23][CH3:22])=[O:19])[S:16][CH2:15][CH2:14][S:13]1)[CH2:9][CH2:10][CH3:11])=[O:6])([CH3:4])([CH3:3])[CH3:2]. (5) Given the reactants [CH2:1]([O:3][C:4](=[O:29])[CH2:5][C:6]([CH2:10][C:11]1[CH:16]=[CH:15][C:14]([O:17][CH2:18][CH2:19][CH2:20][NH:21][CH:22]2[CH:27]=[CH:26][CH:25]=[CH:24][N:23]2O)=[CH:13][CH:12]=1)([CH3:9])[CH:7]=[CH2:8])[CH3:2].C1(P(C2C=CC=CC=2)C2C=CC=CC=2)C=CC=CC=1, predict the reaction product. The product is: [CH2:1]([O:3][C:4](=[O:29])[CH2:5][C:6]([CH3:9])([CH2:10][C:11]1[CH:16]=[CH:15][C:14]([O:17][CH2:18][CH2:19][CH2:20][NH:21][C:22]2[CH:27]=[CH:26][CH:25]=[CH:24][N:23]=2)=[CH:13][CH:12]=1)[CH:7]=[CH2:8])[CH3:2]. (6) Given the reactants Br[C:2]1[CH:3]=[N:4][C:5]([N:8]2[CH2:13][CH2:12][N:11]([C:14]([O:16][C:17]([CH3:20])([CH3:19])[CH3:18])=[O:15])[CH2:10][CH2:9]2)=[N:6][CH:7]=1.[Br-].[C:22]1([CH:28]([Zn+])[CH3:29])[CH:27]=[CH:26][CH:25]=[CH:24][CH:23]=1.C1(C(C2C=NC(N3CCNCC3)=NC=2)C)C=CC=CC=1.CO.ClCCl, predict the reaction product. The product is: [C:22]1([CH:28]([C:2]2[CH:3]=[N:4][C:5]([N:8]3[CH2:13][CH2:12][N:11]([C:14]([O:16][C:17]([CH3:20])([CH3:19])[CH3:18])=[O:15])[CH2:10][CH2:9]3)=[N:6][CH:7]=2)[CH3:29])[CH:27]=[CH:26][CH:25]=[CH:24][CH:23]=1. (7) Given the reactants [CH:1]1([CH2:4][CH:5]([C:11]2[CH:16]=[CH:15][C:14]([N+:17]([O-])=O)=[C:13]([O:20][CH2:21][C:22]([F:25])([F:24])[F:23])[CH:12]=2)[C:6]([O:8][CH2:9][CH3:10])=[O:7])[CH2:3][CH2:2]1, predict the reaction product. The product is: [NH2:17][C:14]1[CH:15]=[CH:16][C:11]([CH:5]([CH2:4][CH:1]2[CH2:2][CH2:3]2)[C:6]([O:8][CH2:9][CH3:10])=[O:7])=[CH:12][C:13]=1[O:20][CH2:21][C:22]([F:23])([F:24])[F:25].